This data is from Forward reaction prediction with 1.9M reactions from USPTO patents (1976-2016). The task is: Predict the product of the given reaction. (1) Given the reactants [CH2:1]([O:8][C@@H:9]1[C@@H:14]([O:15][CH2:16][C:17]2[CH:22]=[CH:21][CH:20]=[CH:19][CH:18]=2)[C@@H:13]([O:23][CH2:24][C:25]2[CH:30]=[CH:29][CH:28]=[CH:27][CH:26]=2)[C@@H:12]([CH2:31][O:32][CH2:33][C:34]2[CH:39]=[CH:38][CH:37]=[CH:36][CH:35]=2)[O:11][CH:10]1CC([O-])=O)[C:2]1[CH:7]=[CH:6][CH:5]=[CH:4][CH:3]=1.[BrH:44].C(=O)([O-])O.[Na+], predict the reaction product. The product is: [CH2:1]([O:8][C@@H:9]1[C@@H:14]([O:15][CH2:16][C:17]2[CH:22]=[CH:21][CH:20]=[CH:19][CH:18]=2)[C@@H:13]([O:23][CH2:24][C:25]2[CH:30]=[CH:29][CH:28]=[CH:27][CH:26]=2)[C@@H:12]([CH2:31][O:32][CH2:33][C:34]2[CH:39]=[CH:38][CH:37]=[CH:36][CH:35]=2)[O:11][C@@H:10]1[Br:44])[C:2]1[CH:7]=[CH:6][CH:5]=[CH:4][CH:3]=1. (2) The product is: [F:32][CH:2]([F:1])[C:3]1[N:7]([C:8]2[N:13]=[C:12]([N:14]3[CH2:15][CH2:16][O:17][CH2:18][CH2:19]3)[N:11]=[C:10]([NH:20][C@H:21]3[CH2:22][CH2:23][C@H:24]([NH:27][CH2:33][CH3:34])[CH2:25][CH2:26]3)[N:9]=2)[C:6]2[CH:28]=[CH:29][CH:30]=[CH:31][C:5]=2[N:4]=1. Given the reactants [F:1][CH:2]([F:32])[C:3]1[N:7]([C:8]2[N:13]=[C:12]([N:14]3[CH2:19][CH2:18][O:17][CH2:16][CH2:15]3)[N:11]=[C:10]([NH:20][C@H:21]3[CH2:26][CH2:25][C@H:24]([NH2:27])[CH2:23][CH2:22]3)[N:9]=2)[C:6]2[CH:28]=[CH:29][CH:30]=[CH:31][C:5]=2[N:4]=1.[CH:33](=O)[CH3:34].C(O[BH-](OC(=O)C)OC(=O)C)(=O)C.C(=O)C1C=CC=CC=1, predict the reaction product. (3) Given the reactants C(OC(=O)[NH:7][C@@H:8]1[C@@H:12]([N:13]2[CH2:18][CH:17]([CH3:19])[CH2:16][CH2:15][C:14]2=[O:20])[CH2:11][N:10]([C:21]2[N:26]=[CH:25][C:24]([O:27][CH2:28][CH2:29][C@H:30]([CH:32]3[CH2:37][CH2:36][N:35]([C:38]4[O:42][N:41]=[C:40]([CH:43]([CH3:45])[CH3:44])[N:39]=4)[CH2:34][CH2:33]3)[CH3:31])=[CH:23][N:22]=2)[CH2:9]1)(C)(C)C.C(O)(C(F)(F)F)=O, predict the reaction product. The product is: [NH2:7][C@H:8]1[CH2:9][N:10]([C:21]2[N:22]=[CH:23][C:24]([O:27][CH2:28][CH2:29][C@H:30]([CH:32]3[CH2:33][CH2:34][N:35]([C:38]4[O:42][N:41]=[C:40]([CH:43]([CH3:44])[CH3:45])[N:39]=4)[CH2:36][CH2:37]3)[CH3:31])=[CH:25][N:26]=2)[CH2:11][C@@H:12]1[N:13]1[CH2:18][CH:17]([CH3:19])[CH2:16][CH2:15][C:14]1=[O:20]. (4) Given the reactants C[O:2][C:3]([C:5]1[S:9][C:8]([N:10]2[C:14]3[CH:15]=[C:16]([O:21][CH3:22])[C:17]([O:19][CH3:20])=[CH:18][C:13]=3[N:12]=[CH:11]2)=[N:7][C:6]=1Br)=[O:4].[CH3:24][N:25]1[C:33]2[C:28](=[CH:29][C:30](B(O)O)=[CH:31][CH:32]=2)[CH:27]=[CH:26]1, predict the reaction product. The product is: [CH3:20][O:19][C:17]1[C:16]([O:21][CH3:22])=[CH:15][C:14]2[N:10]([C:8]3[S:9][C:5]([C:3]([OH:2])=[O:4])=[C:6]([C:30]4[CH:29]=[C:28]5[C:33](=[CH:32][CH:31]=4)[N:25]([CH3:24])[CH:26]=[CH:27]5)[N:7]=3)[CH:11]=[N:12][C:13]=2[CH:18]=1. (5) Given the reactants C1(O[C:8](=[O:16])[NH:9][C:10]2[CH:15]=[CH:14][N:13]=[CH:12][CH:11]=2)C=CC=CC=1.[O:17]1[C:21]2[CH:22]=[CH:23][C:24]([CH2:26][N:27]3[CH2:32][CH2:31][NH:30][CH2:29][CH2:28]3)=[CH:25][C:20]=2[O:19][CH2:18]1, predict the reaction product. The product is: [N:13]1[CH:12]=[CH:11][C:10]([NH:9][C:8]([N:30]2[CH2:31][CH2:32][N:27]([CH2:26][C:24]3[CH:23]=[CH:22][C:21]4[O:17][CH2:18][O:19][C:20]=4[CH:25]=3)[CH2:28][CH2:29]2)=[O:16])=[CH:15][CH:14]=1. (6) Given the reactants Cl[C:2]1[CH:7]=[C:6]([N:8]2[CH:12]=[N:11][CH:10]=[N:9]2)[N:5]=[CH:4][N:3]=1.[NH3:13], predict the reaction product. The product is: [N:8]1([C:6]2[N:5]=[CH:4][N:3]=[C:2]([NH2:13])[CH:7]=2)[CH:12]=[N:11][CH:10]=[N:9]1. (7) Given the reactants Br[C:2]1[CH:20]=[CH:19][C:5]2[N:6]=[C:7]([C@H:9]3[CH2:12][C@H:11]([N:13]4[CH2:17][CH2:16][CH2:15][C@H:14]4[CH3:18])[CH2:10]3)[S:8][C:4]=2[CH:3]=1.[CH3:21][C:22]1[C:27](B2OC(C)(C)C(C)(C)O2)=[CH:26][CH:25]=[C:24]([CH3:37])[N:23]=1.N1C=C(B(O)O)C=NC=1, predict the reaction product. The product is: [CH3:21][C:22]1[C:27]([C:2]2[CH:20]=[CH:19][C:5]3[N:6]=[C:7]([C@H:9]4[CH2:10][C@H:11]([N:13]5[CH2:18][CH2:14][CH2:15][CH2:16][CH2:17]5)[CH2:12]4)[S:8][C:4]=3[CH:3]=2)=[CH:26][CH:25]=[C:24]([CH3:37])[N:23]=1. (8) Given the reactants CC([O-])=O.[Na+].[CH3:6][O:7][C:8]1[CH:9]=[C:10]2[C:14](=[CH:15][CH:16]=1)[NH:13][CH:12]=[C:11]2[CH:17]=O.Cl.[NH2:20]O.C(OC(=O)C)(=O)C, predict the reaction product. The product is: [CH3:6][O:7][C:8]1[CH:9]=[C:10]2[C:14](=[CH:15][CH:16]=1)[NH:13][CH:12]=[C:11]2[C:17]#[N:20]. (9) Given the reactants Cl[C:2]1[N:3]([CH2:16][C:17]2[CH:22]=[CH:21][C:20]([O:23][CH3:24])=[CH:19][CH:18]=2)[C:4]2[C:9]([N:10]=1)=[C:8]([C:11]1[O:12][CH:13]=[CH:14][CH:15]=1)[N:7]=[CH:6][N:5]=2.C[O-:26].[Na+].[NH4+].[Cl-], predict the reaction product. The product is: [O:12]1[CH:13]=[CH:14][CH:15]=[C:11]1[C:8]1[N:7]=[CH:6][N:5]=[C:4]2[C:9]=1[N:10]=[C:2]([OH:26])[N:3]2[CH2:16][C:17]1[CH:22]=[CH:21][C:20]([O:23][CH3:24])=[CH:19][CH:18]=1.